This data is from Full USPTO retrosynthesis dataset with 1.9M reactions from patents (1976-2016). The task is: Predict the reactants needed to synthesize the given product. (1) Given the product [C:1]([O:5][C:6]([NH:8][C@@H:9]([CH2:13][CH2:14][C:15]1[N:19]([CH2:20][CH2:21][CH2:22][CH2:23][CH3:24])[C:18]2[CH:25]=[C:26]([Cl:30])[C:27]([Cl:29])=[CH:28][C:17]=2[N:16]=1)[C:10]([NH:73][O:72][C:53]([C:54]1[CH:59]=[CH:58][CH:57]=[CH:56][CH:55]=1)([C:66]1[CH:67]=[CH:68][CH:69]=[CH:70][CH:71]=1)[C:60]1[CH:61]=[CH:62][CH:63]=[CH:64][CH:65]=1)=[O:12])=[O:7])([CH3:2])([CH3:3])[CH3:4], predict the reactants needed to synthesize it. The reactants are: [C:1]([O:5][C:6]([NH:8][C@@H:9]([CH2:13][CH2:14][C:15]1[N:19]([CH2:20][CH2:21][CH2:22][CH2:23][CH3:24])[C:18]2[CH:25]=[C:26]([Cl:30])[C:27]([Cl:29])=[CH:28][C:17]=2[N:16]=1)[C:10]([OH:12])=O)=[O:7])([CH3:4])([CH3:3])[CH3:2].CCN=C=NCCCN(C)C.Cl.C1C=CC2N(O)N=NC=2C=1.[C:53]([O:72][NH2:73])([C:66]1[CH:71]=[CH:70][CH:69]=[CH:68][CH:67]=1)([C:60]1[CH:65]=[CH:64][CH:63]=[CH:62][CH:61]=1)[C:54]1[CH:59]=[CH:58][CH:57]=[CH:56][CH:55]=1. (2) Given the product [NH2:1][C:2]1[C:7]([C:8]#[N:33])=[C:6]([N:10]2[CH2:15][CH2:14][CH:13]([C:16]3[N:17]([CH3:32])[CH:18]=[C:19]([C:21]4[CH:26]=[CH:25][C:24]([F:27])=[C:23]([C:28]([F:31])([F:30])[F:29])[CH:22]=4)[N:20]=3)[CH2:12][CH2:11]2)[N:5]=[CH:4][N:3]=1, predict the reactants needed to synthesize it. The reactants are: [NH2:1][C:2]1[C:7]([CH:8]=O)=[C:6]([N:10]2[CH2:15][CH2:14][CH:13]([C:16]3[N:17]([CH3:32])[CH:18]=[C:19]([C:21]4[CH:26]=[CH:25][C:24]([F:27])=[C:23]([C:28]([F:31])([F:30])[F:29])[CH:22]=4)[N:20]=3)[CH2:12][CH2:11]2)[N:5]=[CH:4][N:3]=1.[NH2:33]C1C(C#N)=C(Cl)N=CN=1. (3) Given the product [CH2:11]=[CH:12][C:13]1[CH:18]=[CH:17][CH:16]=[CH:15][CH:14]=1.[CH2:1]=[CH:2][CH:3]=[CH2:4].[CH2:11]=[CH:12][C:13]1[CH:18]=[CH:17][CH:16]=[CH:15][CH:14]=1, predict the reactants needed to synthesize it. The reactants are: [CH2:1]([Li])[CH2:2][CH2:3][CH3:4].O1CCCC1.[CH2:11]=[CH:12][C:13]1[CH:18]=[CH:17][CH:16]=[CH:15][CH:14]=1.C=CC=C. (4) Given the product [O:1]([C:8]1[CH:13]=[CH:12][CH:11]=[CH:10][C:9]=1[NH:14][S:15]([C:18]1[CH:19]=[CH:20][C:21]([C:22]([NH:24][CH2:25][C:26](=[O:28])[NH:36][C:32]2[S:31][CH:35]=[N:34][N:33]=2)=[O:23])=[CH:29][CH:30]=1)(=[O:16])=[O:17])[C:2]1[CH:3]=[CH:4][CH:5]=[CH:6][CH:7]=1, predict the reactants needed to synthesize it. The reactants are: [O:1]([C:8]1[CH:13]=[CH:12][CH:11]=[CH:10][C:9]=1[NH:14][S:15]([C:18]1[CH:30]=[CH:29][C:21]([C:22]([NH:24][CH2:25][C:26]([OH:28])=O)=[O:23])=[CH:20][CH:19]=1)(=[O:17])=[O:16])[C:2]1[CH:7]=[CH:6][CH:5]=[CH:4][CH:3]=1.[S:31]1[CH:35]=[N:34][N:33]=[C:32]1[NH2:36]. (5) Given the product [CH:1]1([N:13]2[CH2:14][CH2:15][CH:16]([N:19]3[C:20]4[CH:25]=[CH:24][CH:23]=[CH:22][C:21]=4[NH:26][C:27]3=[O:28])[CH2:17][CH2:18]2)[C:11]2=[C:12]3[C:7](=[CH:8][CH:9]=[CH:10]2)[CH2:6][CH2:5][CH2:4][CH:3]3[CH2:2]1, predict the reactants needed to synthesize it. The reactants are: [CH:1]1([N:13]2[CH2:18][CH2:17][CH:16]([NH:19][C:20]3[C:21]([NH2:26])=[CH:22][CH:23]=[CH:24][CH:25]=3)[CH2:15][CH2:14]2)[C:11]2=[C:12]3[C:7](=[CH:8][CH:9]=[CH:10]2)[CH2:6][CH2:5][CH2:4][CH:3]3[CH2:2]1.[C:27](N1C=CN=C1)(N1C=CN=C1)=[O:28].O.